The task is: Predict which catalyst facilitates the given reaction.. This data is from Catalyst prediction with 721,799 reactions and 888 catalyst types from USPTO. Reactant: [CH:1]1([N:7]([CH2:17][CH:18]2[CH2:20][CH2:19]2)[C:8]2[N:13]=[CH:12][N:11]=[C:10]([C:14]([OH:16])=O)[CH:9]=2)[CH2:6][CH2:5][CH2:4][CH2:3][CH2:2]1.ClC1N=C(C(OC)=O)C=C(NCC2CCCC2)N=1.[NH2:39][C:40]1[CH:47]=[CH:46][C:43]([CH2:44][OH:45])=[CH:42][CH:41]=1.C(N(CC)CC)C. Product: [CH:1]1([N:7]([CH2:17][CH:18]2[CH2:20][CH2:19]2)[C:8]2[N:13]=[CH:12][N:11]=[C:10]([C:14]([NH:39][C:40]3[CH:47]=[CH:46][C:43]([CH2:44][OH:45])=[CH:42][CH:41]=3)=[O:16])[CH:9]=2)[CH2:2][CH2:3][CH2:4][CH2:5][CH2:6]1. The catalyst class is: 85.